This data is from Catalyst prediction with 721,799 reactions and 888 catalyst types from USPTO. The task is: Predict which catalyst facilitates the given reaction. The catalyst class is: 8. Product: [C:13]1([N:19]2[C:10]([CH2:9][OH:8])=[N:11][C:7]([C:1]3[CH:6]=[CH:5][CH:4]=[CH:3][CH:2]=3)=[N:20]2)[CH:18]=[CH:17][CH:16]=[CH:15][CH:14]=1. Reactant: [C:1]1([C:7]2[O:8][CH2:9][C:10](=O)[N:11]=2)[CH:6]=[CH:5][CH:4]=[CH:3][CH:2]=1.[C:13]1([NH:19][NH2:20])[CH:18]=[CH:17][CH:16]=[CH:15][CH:14]=1.